This data is from Full USPTO retrosynthesis dataset with 1.9M reactions from patents (1976-2016). The task is: Predict the reactants needed to synthesize the given product. (1) Given the product [Si:24]([O:23][CH2:22][C:19]1([CH3:21])[S:18][CH2:17][CH2:16][N:15]2[C:11]([C:8]3([C:5]4[CH:6]=[CH:7][C:2]([C:36]5[CH:35]=[N:34][N:33]([CH2:31][CH3:32])[CH:37]=5)=[CH:3][CH:4]=4)[CH2:10][CH2:9]3)=[N:12][N:13]=[C:14]2[CH2:20]1)([C:27]([CH3:30])([CH3:29])[CH3:28])([CH3:26])[CH3:25], predict the reactants needed to synthesize it. The reactants are: Br[C:2]1[CH:7]=[CH:6][C:5]([C:8]2([C:11]3[N:15]4[CH2:16][CH2:17][S:18][C:19]([CH2:22][O:23][Si:24]([C:27]([CH3:30])([CH3:29])[CH3:28])([CH3:26])[CH3:25])([CH3:21])[CH2:20][C:14]4=[N:13][N:12]=3)[CH2:10][CH2:9]2)=[CH:4][CH:3]=1.[CH2:31]([N:33]1[CH:37]=[C:36](B2OC(C)(C)C(C)(C)O2)[CH:35]=[N:34]1)[CH3:32].C(=O)([O-])[O-].[K+].[K+]. (2) Given the product [NH2:1][C:2]1[N:7]=[C:6]([N:8]2[C@H:13]([CH3:14])[CH2:12][CH2:11][C@H:10]([C:15]([NH:17][CH2:18][C:19]3[CH:24]=[CH:23][CH:22]=[C:21]([O:25][CH3:26])[CH:20]=3)=[O:16])[CH2:9]2)[CH:5]=[C:4]([C:27]2[CH:28]=[C:29]3[C:30]([C:33]([NH2:34])=[N:48][NH:49]3)=[CH:31][CH:32]=2)[N:3]=1, predict the reactants needed to synthesize it. The reactants are: [NH2:1][C:2]1[N:7]=[C:6]([N:8]2[C@H:13]([CH3:14])[CH2:12][CH2:11][C@H:10]([C:15]([NH:17][CH2:18][C:19]3[CH:24]=[CH:23][CH:22]=[C:21]([O:25][CH3:26])[CH:20]=3)=[O:16])[CH2:9]2)[CH:5]=[C:4]([C:27]2[CH:32]=[CH:31][C:30]([C:33]#[N:34])=[C:29](F)[CH:28]=2)[N:3]=1.CCO.CCN(C(C)C)C(C)C.[NH2:48][NH2:49]. (3) Given the product [C:19]1([C:11]2([C:16]([OH:18])=[O:17])[CH2:10][CH:9]3[NH:8][CH:13]([CH2:14][CH2:15]3)[CH2:12]2)[CH:20]=[CH:21][CH:22]=[CH:23][CH:24]=1, predict the reactants needed to synthesize it. The reactants are: C([N:8]1[CH:13]2[CH2:14][CH2:15][CH:9]1[CH2:10][C:11]([C:19]1[CH:24]=[CH:23][CH:22]=[CH:21][CH:20]=1)([C:16]([OH:18])=[O:17])[CH2:12]2)C1C=CC=CC=1.C([O-])=O.[NH4+].